From a dataset of Blood-brain barrier penetration binary classification data from Martins et al.. Regression/Classification. Given a drug SMILES string, predict its absorption, distribution, metabolism, or excretion properties. Task type varies by dataset: regression for continuous measurements (e.g., permeability, clearance, half-life) or binary classification for categorical outcomes (e.g., BBB penetration, CYP inhibition). Dataset: bbb_martins. The compound is CCN1CC(CCN2CCOCC2)C(c2ccccc2)(c2ccccc2)C1=O. The result is 1 (penetrates BBB).